The task is: Predict the product of the given reaction.. This data is from Forward reaction prediction with 1.9M reactions from USPTO patents (1976-2016). (1) Given the reactants [S:1]1[C:5]2[CH:6]=[CH:7][CH:8]=[CH:9][C:4]=2[CH:3]=[C:2]1[C:10]([O:12]N1C(=O)CCC1=O)=O.[NH2:20][C@H:21]([C:26]([OH:28])=[O:27])[CH2:22][CH:23]([CH3:25])[CH3:24].C(N(CC)CC)C.Cl, predict the reaction product. The product is: [S:1]1[C:5]2[CH:6]=[CH:7][CH:8]=[CH:9][C:4]=2[CH:3]=[C:2]1[C:10]([NH:20][C@H:21]([C:26]([OH:28])=[O:27])[CH2:22][CH:23]([CH3:25])[CH3:24])=[O:12]. (2) Given the reactants [F:1][C:2]1[C:9]([CH3:10])=[CH:8][C:7]([N+:11]([O-])=O)=[CH:6][C:3]=1[C:4]#[N:5].Cl, predict the reaction product. The product is: [NH2:11][C:7]1[CH:8]=[C:9]([CH3:10])[C:2]([F:1])=[C:3]([CH:6]=1)[C:4]#[N:5]. (3) Given the reactants [F:1][C:2]1[CH:15]=[CH:14][C:5]([C:6]([CH:8]2[CH2:13][CH2:12][NH:11][CH2:10][CH2:9]2)=[O:7])=[CH:4][CH:3]=1.[O:16]1[CH:18]([CH2:19][O:20][C:21]2[CH:26]=[CH:25][CH:24]=[CH:23][CH:22]=2)[CH2:17]1.[H-].[Na+].I[CH2:30][CH3:31], predict the reaction product. The product is: [F:1][C:2]1[CH:3]=[CH:4][C:5]([C:6]([CH:8]2[CH2:13][CH2:12][N:11]([CH2:17][CH:18]([O:16][CH2:30][CH3:31])[CH2:19][O:20][C:21]3[CH:22]=[CH:23][CH:24]=[CH:25][CH:26]=3)[CH2:10][CH2:9]2)=[O:7])=[CH:14][CH:15]=1. (4) Given the reactants C([O:4][CH2:5][C:6]([CH3:46])([CH3:45])[CH2:7][N:8]1[C:14]2[CH:15]=[CH:16][C:17]([Cl:19])=[CH:18][C:13]=2[C@@H:12]([C:20]2[CH:25]=[CH:24][CH:23]=[C:22]([O:26][CH3:27])[C:21]=2[O:28][CH3:29])[O:11][C@H:10]([CH2:30][C:31]([NH:33][C:34]2[CH:43]=[CH:42][CH:41]=[CH:40][C:35]=2[C:36]([O:38]C)=[O:37])=[O:32])[C:9]1=[O:44])(=O)C.[OH-].[Na+].C(O)C, predict the reaction product. The product is: [Cl:19][C:17]1[CH:16]=[CH:15][C:14]2[N:8]([CH2:7][C:6]([CH3:46])([CH3:45])[CH2:5][OH:4])[C:9](=[O:44])[C@@H:10]([CH2:30][C:31]([NH:33][C:34]3[CH:43]=[CH:42][CH:41]=[CH:40][C:35]=3[C:36]([OH:38])=[O:37])=[O:32])[O:11][C@H:12]([C:20]3[CH:25]=[CH:24][CH:23]=[C:22]([O:26][CH3:27])[C:21]=3[O:28][CH3:29])[C:13]=2[CH:18]=1. (5) Given the reactants [CH3:1][O:2][C:3]1[CH:10]=[CH:9][C:6]([CH:7]=O)=[CH:5][CH:4]=1.[CH2:11]([O:13][C:14](=[O:19])[CH2:15][C:16](=[O:18])[CH3:17])[CH3:12].[CH2:20]([OH:22])[CH3:21], predict the reaction product. The product is: [CH2:11]([O:13][C:14]([CH:15]1[C:16](=[O:18])[CH2:17][C:20]([C:16](=[O:18])[CH3:15])([OH:22])[CH:21]([C:14]([O:13][CH2:11][CH3:12])=[O:19])[CH:7]1[C:6]1[CH:9]=[CH:10][C:3]([O:2][CH3:1])=[CH:4][CH:5]=1)=[O:19])[CH3:12]. (6) Given the reactants [CH3:1][C:2]1[CH:9]=[CH:8][CH:7]=[CH:6][C:3]=1[CH2:4][NH2:5].[Cl:10][C:11]1[C:16]([Cl:17])=[CH:15][CH:14]=[CH:13][C:12]=1[N:18]=[C:19]=S.[N-:21]=[N+:22]=[N-:23].[Na+], predict the reaction product. The product is: [Cl:10][C:11]1[C:16]([Cl:17])=[CH:15][CH:14]=[CH:13][C:12]=1[N:18]1[C:19]([NH:5][CH2:4][C:3]2[CH:6]=[CH:7][CH:8]=[CH:9][C:2]=2[CH3:1])=[N:23][N:22]=[N:21]1.